From a dataset of Full USPTO retrosynthesis dataset with 1.9M reactions from patents (1976-2016). Predict the reactants needed to synthesize the given product. (1) Given the product [Cl:3][C:4]1[C:12]([OH:1])=[CH:11][C:10]([Cl:14])=[CH:9][C:5]=1[C:6]([OH:8])=[O:7], predict the reactants needed to synthesize it. The reactants are: [OH-:1].[Na+].[Cl:3][C:4]1[C:12](I)=[CH:11][C:10]([Cl:14])=[CH:9][C:5]=1[C:6]([OH:8])=[O:7].Cl. (2) The reactants are: [CH3:1][C:2]1([CH3:49])[C:10]2=[CH:11][C:12]3[N:13]([C:31]4[CH:48]=[CH:47][C:46]5[C:45]6[C:40](=[CH:41][CH:42]=[CH:43][CH:44]=6)[C:39]6[C:34](=[CH:35][CH:36]=[CH:37][CH:38]=6)[C:33]=5[CH:32]=4)C4C([C:20]=3[CH:21]=[C:9]2[C:8]2[C:3]1=[CH:4][CH:5]=[CH:6][CH:7]=2)=CC(B1OC(C)(C)C(C)(C)O1)=CC=4.Cl[C:51]1[N:56]=[C:55]([C:57]2[CH:62]=[CH:61][CH:60]=[CH:59][CH:58]=2)[N:54]=[C:53]([C:63]2[CH:68]=[CH:67][CH:66]=[CH:65][CH:64]=2)[N:52]=1.C(=O)([O-])[O-].[Na+].[Na+].[C:75]1(C)[CH:80]=[CH:79][CH:78]=[CH:77][CH:76]=1. Given the product [C:75]1([C:51]2[N:56]=[C:55]([C:57]3[CH:62]=[CH:61][CH:60]=[CH:59][CH:58]=3)[N:54]=[C:53]([C:63]3[CH:68]=[C:67]4[C:66](=[CH:65][CH:64]=3)[N:13]([C:31]3[CH:48]=[CH:47][C:46]5[C:45]6[C:40](=[CH:41][CH:42]=[CH:43][CH:44]=6)[C:39]6[C:34](=[CH:35][CH:36]=[CH:37][CH:38]=6)[C:33]=5[CH:32]=3)[C:12]3[CH:11]=[C:10]5[C:2]([CH3:49])([CH3:1])[C:3]6[C:8]([C:9]5=[CH:21][C:20]4=3)=[CH:7][CH:6]=[CH:5][CH:4]=6)[N:52]=2)[CH:80]=[CH:79][CH:78]=[CH:77][CH:76]=1, predict the reactants needed to synthesize it.